The task is: Regression/Classification. Given a drug SMILES string, predict its absorption, distribution, metabolism, or excretion properties. Task type varies by dataset: regression for continuous measurements (e.g., permeability, clearance, half-life) or binary classification for categorical outcomes (e.g., BBB penetration, CYP inhibition). Dataset: cyp2d6_veith.. This data is from CYP2D6 inhibition data for predicting drug metabolism from PubChem BioAssay. (1) The compound is CCOc1cc(/C=C2/NC(=O)N(CC(=O)Nc3cccc(C)c3)C2=O)ccc1OC. The result is 0 (non-inhibitor). (2) The molecule is O=C(CSc1ccccc1)Nc1ccc(N2CCN(c3ccccc3)CC2)c(F)c1. The result is 0 (non-inhibitor). (3) The drug is COc1ccc(-c2coc3cc(OC)cc(O)c3c2=O)cc1. The result is 1 (inhibitor). (4) The drug is CCOC(=O)C1=C(C)C(c2ccccc2OC)NC(=S)N1. The result is 0 (non-inhibitor).